This data is from Reaction yield outcomes from USPTO patents with 853,638 reactions. The task is: Predict the reaction yield, written as a fraction of the theoretical maximum amount of product (1.0 means a 100% yield; for example, 0.34 means a 34% yield). (1) The reactants are [F:1][C:2]1[CH:53]=[CH:52][C:5]([C:6](/[N:8]=[C:9]2\[NH:10][C:11]3[CH:40]=[CH:39][C:38]([CH2:41][N:42]4[CH2:47][CH2:46][CH:45]([C:48]([OH:51])([CH3:50])[CH3:49])[CH2:44][CH2:43]4)=[CH:37][C:12]=3[N:13]\2[C@@H:14]2[CH2:19][CH2:18][C@H:17]([C:20]([N:22]3[CH:27]4[CH2:28][CH2:29][CH:23]3[CH2:24][N:25](C(OC(C)(C)C)=O)[CH2:26]4)=[O:21])[CH2:16][CH2:15]2)=[O:7])=[CH:4][CH:3]=1.[ClH:54].O1CCOCC1. The catalyst is C(Cl)Cl. The product is [ClH:54].[ClH:54].[CH:23]12[N:22]([C:20]([C@@H:17]3[CH2:18][CH2:19][C@H:14]([N:13]4[C:12]5[CH:37]=[C:38]([CH2:41][N:42]6[CH2:43][CH2:44][CH:45]([C:48]([OH:51])([CH3:50])[CH3:49])[CH2:46][CH2:47]6)[CH:39]=[CH:40][C:11]=5[NH:10]/[C:9]/4=[N:8]\[C:6](=[O:7])[C:5]4[CH:52]=[CH:53][C:2]([F:1])=[CH:3][CH:4]=4)[CH2:15][CH2:16]3)=[O:21])[CH:27]([CH2:28][CH2:29]1)[CH2:26][NH:25][CH2:24]2. The yield is 1.01. (2) The reactants are [C:1]1([C:7]2[CH:15]=[CH:14][C:10]([C:11]([OH:13])=O)=[CH:9][N:8]=2)[CH:6]=[CH:5][CH:4]=[CH:3][CH:2]=1.Cl.[CH3:17][O:18][CH2:19][CH2:20][CH2:21][C:22]([NH:24][NH2:25])=[O:23].Cl.C(N=C=NCCCN(C)C)C. The catalyst is N1C=CC=CC=1. The product is [CH3:17][O:18][CH2:19][CH2:20][CH2:21][C:22]([NH:24][NH:25][C:11](=[O:13])[C:10]1[CH:14]=[CH:15][C:7]([C:1]2[CH:2]=[CH:3][CH:4]=[CH:5][CH:6]=2)=[N:8][CH:9]=1)=[O:23]. The yield is 0.650. (3) The reactants are [NH:1]1[C:9]2[C:4](=[CH:5][C:6]([C:10]3[C:18]4[C:13](=[N:14][CH:15]=[N:16][C:17]=4[NH2:19])[N:12]([CH3:20])[N:11]=3)=[CH:7][CH:8]=2)[CH2:3][CH2:2]1.[CH3:21][N:22]1[CH:26]=[CH:25][CH:24]=[C:23]1[CH2:27][C:28](O)=[O:29].CN(C(ON1N=NC2C=CC=NC1=2)=[N+](C)C)C.F[P-](F)(F)(F)(F)F.CCN(C(C)C)C(C)C. The catalyst is O. The product is [CH3:20][N:12]1[C:13]2=[N:14][CH:15]=[N:16][C:17]([NH2:19])=[C:18]2[C:10]([C:6]2[CH:5]=[C:4]3[C:9](=[CH:8][CH:7]=2)[N:1]([C:28](=[O:29])[CH2:27][C:23]2[N:22]([CH3:21])[CH:26]=[CH:25][CH:24]=2)[CH2:2][CH2:3]3)=[N:11]1. The yield is 0.452. (4) The reactants are Br[C:2]1[CH:20]=[CH:19][C:5]([CH2:6][N:7]2[CH:11]=[C:10]([C:12]3[C:13]([NH2:18])=[N:14][CH:15]=[CH:16][CH:17]=3)[CH:9]=[N:8]2)=[CH:4][CH:3]=1.O1[CH2:26][CH2:25][O:24][CH2:23]C1.C(=O)([O-])[O-].[Cs+].[Cs+].[C:33]1(P(C2C=CC=CC=2)C2C=CC3C(=CC=CC=3)C=2C2C3C(=CC=CC=3)C=CC=2P(C2C=CC=CC=2)C2C=CC=CC=2)C=CC=C[CH:34]=1. The catalyst is C([O-])(=O)C.[Pd+2].C([O-])(=O)C.C(OCC)(=O)C.O. The product is [CH:25]1([O:24][CH2:23][C:2]2[CH:20]=[CH:19][C:5]([CH2:6][N:7]3[CH:11]=[C:10]([C:12]4[C:13]([NH2:18])=[N:14][CH:15]=[CH:16][CH:17]=4)[CH:9]=[N:8]3)=[CH:4][CH:3]=2)[CH2:26][CH2:34][CH2:33]1. The yield is 0.160. (5) The reactants are [CH2:1]([O:3][C:4]([C:6]1[CH:7]=[C:8]2[C:13](=[CH:14][CH:15]=1)[NH:12][CH:11]([C:16]1[CH:17]=[N:18][CH:19]=[C:20](Br)[CH:21]=1)[C:10]([CH3:24])([CH3:23])[CH2:9]2)=[O:5])[CH3:2].[C:25]([C:29]1[CH:34]=[CH:33][C:32](B(O)O)=[CH:31][CH:30]=1)([CH3:28])([CH3:27])[CH3:26].C(=O)([O-])[O-].[Na+].[Na+]. The catalyst is O1CCOCC1.O.C(OCC)(=O)C.C1C=CC([P]([Pd]([P](C2C=CC=CC=2)(C2C=CC=CC=2)C2C=CC=CC=2)([P](C2C=CC=CC=2)(C2C=CC=CC=2)C2C=CC=CC=2)[P](C2C=CC=CC=2)(C2C=CC=CC=2)C2C=CC=CC=2)(C2C=CC=CC=2)C2C=CC=CC=2)=CC=1. The product is [CH2:1]([O:3][C:4]([C:6]1[CH:7]=[C:8]2[C:13](=[CH:14][CH:15]=1)[NH:12][CH:11]([C:16]1[CH:17]=[N:18][CH:19]=[C:20]([C:32]3[CH:33]=[CH:34][C:29]([C:25]([CH3:28])([CH3:27])[CH3:26])=[CH:30][CH:31]=3)[CH:21]=1)[C:10]([CH3:24])([CH3:23])[CH2:9]2)=[O:5])[CH3:2]. The yield is 0.990. (6) The reactants are [CH2:1]([CH:3]([CH2:14][CH3:15])[CH2:4][C:5]1([C:11](O)=[O:12])[CH2:10][CH2:9][CH2:8][CH2:7][CH2:6]1)[CH3:2].C1(C(O)=O)CCCCC1.S(Cl)([Cl:27])=O.C(C(CC)CC1(C(OC(C2(CC(CC)CC)CCCCC2)=O)=O)CCCCC1)C. No catalyst specified. The product is [CH2:1]([CH:3]([CH2:14][CH3:15])[CH2:4][C:5]1([C:11]([Cl:27])=[O:12])[CH2:10][CH2:9][CH2:8][CH2:7][CH2:6]1)[CH3:2]. The yield is 0.966. (7) The reactants are [CH:1]1([CH2:6][CH:7]([N:11]2[C:16](=[O:17])[CH:15]=[C:14]([O:18][C:19]3[CH:24]=[CH:23][CH:22]=[CH:21][C:20]=3[CH3:25])[CH:13]=[N:12]2)[C:8](O)=[O:9])[CH2:5][CH2:4][CH2:3][CH2:2]1.[CH3:26][O:27][C:28](=[O:36])[C:29]1[CH:34]=[CH:33][C:32]([NH2:35])=[N:31][CH:30]=1. No catalyst specified. The product is [CH3:26][O:27][C:28](=[O:36])[C:29]1[CH:34]=[CH:33][C:32]([NH:35][C:8](=[O:9])[CH:7]([N:11]2[C:16](=[O:17])[CH:15]=[C:14]([O:18][C:19]3[CH:24]=[CH:23][CH:22]=[CH:21][C:20]=3[CH3:25])[CH:13]=[N:12]2)[CH2:6][CH:1]2[CH2:5][CH2:4][CH2:3][CH2:2]2)=[N:31][CH:30]=1. The yield is 0.320. (8) The reactants are [C:1]([O:5][C:6]([N:8]1[CH2:13][CH2:12][N:11]([C:14]2[C:19]([NH2:20])=[C:18](Cl)[N:17]=[CH:16][N:15]=2)[CH2:10][CH2:9]1)=[O:7])([CH3:4])([CH3:3])[CH3:2].[Si:22]([C:26]#[CH:27])([CH3:25])([CH3:24])[CH3:23]. The catalyst is C1COCC1.Cl[Pd](Cl)([P](C1C=CC=CC=1)(C1C=CC=CC=1)C1C=CC=CC=1)[P](C1C=CC=CC=1)(C1C=CC=CC=1)C1C=CC=CC=1.[Cu]I. The product is [C:1]([O:5][C:6]([N:8]1[CH2:13][CH2:12][N:11]([C:14]2[C:19]([NH2:20])=[C:18]([C:27]#[C:26][Si:22]([CH3:25])([CH3:24])[CH3:23])[N:17]=[CH:16][N:15]=2)[CH2:10][CH2:9]1)=[O:7])([CH3:4])([CH3:3])[CH3:2]. The yield is 0.250. (9) The reactants are [Si:1]([O:8][CH2:9][C:10]([C:12]1[CH:17]=[CH:16][C:15]([N+:18]([O-])=O)=[CH:14][CH:13]=1)=[O:11])([C:4]([CH3:7])([CH3:6])[CH3:5])([CH3:3])[CH3:2].[Cl-].[NH4+]. The catalyst is CO.[Zn]. The product is [NH2:18][C:15]1[CH:16]=[CH:17][C:12]([C:10](=[O:11])[CH2:9][O:8][Si:1]([C:4]([CH3:6])([CH3:5])[CH3:7])([CH3:3])[CH3:2])=[CH:13][CH:14]=1. The yield is 0.820.